Predict the product of the given reaction. From a dataset of Forward reaction prediction with 1.9M reactions from USPTO patents (1976-2016). (1) Given the reactants [CH2:1]([O:3][C:4](=[O:30])[C@H:5]([CH3:29])[CH2:6][C@H:7]([NH:21][C:22](=[O:28])[CH2:23][CH2:24][C:25](O)=[O:26])[CH2:8][C:9]1[CH:14]=[CH:13][C:12]([C:15]2[CH:20]=[CH:19][CH:18]=[CH:17][CH:16]=2)=[CH:11][CH:10]=1)[CH3:2].CCN=C=NCCCN(C)C.Cl.C1C=NC2N(O)N=NC=2C=1.[NH2:53][CH2:54][CH2:55][C:56]#[N:57].C(N(CC)CC)C.NC(C)C#N, predict the reaction product. The product is: [CH2:1]([O:3][C:4](=[O:30])[C@H:5]([CH3:29])[CH2:6][C@H:7]([NH:21][C:22](=[O:28])[CH2:23][CH2:24][C:25](=[O:26])[NH:57][CH2:56][CH2:55][C:54]#[N:53])[CH2:8][C:9]1[CH:14]=[CH:13][C:12]([C:15]2[CH:20]=[CH:19][CH:18]=[CH:17][CH:16]=2)=[CH:11][CH:10]=1)[CH3:2]. (2) Given the reactants [C-:1]#[N:2].[Na+].[NH2:4][C:5]1[CH:10]=[CH:9][C:8]([CH3:11])=[CH:7][CH:6]=1.[C:12]1(=O)[CH2:17][CH2:16][CH2:15][CH2:14][CH2:13]1.C(OCC)(=O)C, predict the reaction product. The product is: [CH3:11][C:8]1[CH:9]=[CH:10][C:5]([NH:4][C:12]2([C:1]#[N:2])[CH2:17][CH2:16][CH2:15][CH2:14][CH2:13]2)=[CH:6][CH:7]=1. (3) The product is: [CH:23]1([C:21]2[N:20]=[CH:19][N:18]([C:13]3[CH:12]=[C:7]4[C:8]5[C:3]([CH2:4][CH2:5][N:6]4[C:16](=[O:17])[CH2:15][N:14]=3)=[C:2]([C:30]3[CH:31]=[N:32][C:27]([F:26])=[CH:28][CH:29]=3)[CH:11]=[CH:10][CH:9]=5)[CH:22]=2)[CH2:24][CH2:25]1. Given the reactants Br[C:2]1[CH:11]=[CH:10][CH:9]=[C:8]2[C:3]=1[CH2:4][CH2:5][N:6]1[C:16](=[O:17])[CH2:15][N:14]=[C:13]([N:18]3[CH:22]=[C:21]([CH:23]4[CH2:25][CH2:24]4)[N:20]=[CH:19]3)[CH:12]=[C:7]12.[F:26][C:27]1[N:32]=[CH:31][C:30](B(O)O)=[CH:29][CH:28]=1.C([O-])([O-])=O.[Na+].[Na+].COCCOC, predict the reaction product. (4) Given the reactants [F:1][C:2]1[CH:7]=[CH:6][CH:5]=[C:4]([F:8])[C:3]=1[C:9]([NH:11][C:12]1[CH:17]=[CH:16][C:15]([C:18]2[N:22]([CH3:23])[N:21]=[C:20]([C:24]([F:27])([F:26])[F:25])[CH:19]=2)=[C:14]([F:28])[CH:13]=1)=O.Cl.C(OCC)(=O)C, predict the reaction product. The product is: [F:1][C:2]1[CH:7]=[CH:6][CH:5]=[C:4]([F:8])[C:3]=1[CH2:9][NH:11][C:12]1[CH:17]=[CH:16][C:15]([C:18]2[N:22]([CH3:23])[N:21]=[C:20]([C:24]([F:27])([F:25])[F:26])[CH:19]=2)=[C:14]([F:28])[CH:13]=1. (5) Given the reactants [H-].[Na+].[Br:3][C:4]1[CH:23]=[CH:22][C:21]([O:24][CH3:25])=[CH:20][C:5]=1[C:6]([NH:8][C:9]1[CH:10]=[C:11]([CH:16]=[CH:17][C:18]=1[CH3:19])[C:12]([O:14][CH3:15])=[O:13])=[O:7].[CH2:26](Br)[CH:27]=[CH2:28], predict the reaction product. The product is: [CH2:28]([N:8]([C:6](=[O:7])[C:5]1[CH:20]=[C:21]([O:24][CH3:25])[CH:22]=[CH:23][C:4]=1[Br:3])[C:9]1[CH:10]=[C:11]([CH:16]=[CH:17][C:18]=1[CH3:19])[C:12]([O:14][CH3:15])=[O:13])[CH:27]=[CH2:26]. (6) Given the reactants Br[C:2]1[C:3]([N:22]([CH2:24][CH2:25][OH:26])[CH3:23])=[N:4][CH:5]=[C:6]([CH:21]=1)[C:7]([NH:9][C:10]1[CH:15]=[CH:14][C:13]([O:16][C:17]([F:20])([F:19])[F:18])=[CH:12][CH:11]=1)=[O:8].CC1(C)C(C)(C)OB([C:35]2[CH:36]=[N:37][CH:38]=[C:39]([CH:42]=2)[C:40]#[N:41])O1, predict the reaction product. The product is: [C:40]([C:39]1[CH:42]=[C:35]([C:2]2[C:3]([N:22]([CH2:24][CH2:25][OH:26])[CH3:23])=[N:4][CH:5]=[C:6]([C:7]([NH:9][C:10]3[CH:15]=[CH:14][C:13]([O:16][C:17]([F:20])([F:19])[F:18])=[CH:12][CH:11]=3)=[O:8])[CH:21]=2)[CH:36]=[N:37][CH:38]=1)#[N:41].